Dataset: Full USPTO retrosynthesis dataset with 1.9M reactions from patents (1976-2016). Task: Predict the reactants needed to synthesize the given product. (1) Given the product [Br:14][C:15]1[CH:20]=[CH:19][C:18]([CH2:21][C:3]2([C:1]#[N:2])[CH2:6][N:5]([C:7]([O:9][C:10]([CH3:13])([CH3:12])[CH3:11])=[O:8])[CH2:4]2)=[C:17]([I:23])[CH:16]=1, predict the reactants needed to synthesize it. The reactants are: [C:1]([CH:3]1[CH2:6][N:5]([C:7]([O:9][C:10]([CH3:13])([CH3:12])[CH3:11])=[O:8])[CH2:4]1)#[N:2].[Br:14][C:15]1[CH:20]=[CH:19][C:18]([CH2:21]Br)=[C:17]([I:23])[CH:16]=1.[Li+].C[Si]([N-][Si](C)(C)C)(C)C. (2) Given the product [CH2:1]([O:8][C:9]1[CH:10]=[CH:11][C:12]([C:15]2[CH:16]=[CH:17][N:25]=[C:23]([S:24][CH3:27])[N:22]=2)=[CH:13][CH:14]=1)[C:2]1[CH:3]=[CH:4][CH:5]=[CH:6][CH:7]=1, predict the reactants needed to synthesize it. The reactants are: [CH2:1]([O:8][C:9]1[CH:14]=[CH:13][C:12]([C:15](=O)/[CH:16]=[CH:17]/N(C)C)=[CH:11][CH:10]=1)[C:2]1[CH:7]=[CH:6][CH:5]=[CH:4][CH:3]=1.[NH2:22][C:23]([NH2:25])=[S:24].[O-][CH2:27]C.[Na+].IC.